Dataset: Forward reaction prediction with 1.9M reactions from USPTO patents (1976-2016). Task: Predict the product of the given reaction. (1) Given the reactants [Br:1][C:2]1[CH:7]=[CH:6][C:5]([OH:8])=[CH:4][C:3]=1[F:9].[CH3:10][O:11][C:12](=[O:21])[C:13]1[CH:18]=[CH:17][CH:16]=[C:15]([CH2:19]Br)[CH:14]=1.C(=O)([O-])[O-].[K+].[K+], predict the reaction product. The product is: [CH3:10][O:11][C:12](=[O:21])[C:13]1[CH:18]=[CH:17][CH:16]=[C:15]([CH2:19][O:8][C:5]2[CH:6]=[CH:7][C:2]([Br:1])=[C:3]([F:9])[CH:4]=2)[CH:14]=1. (2) The product is: [Si:5]([CH2:4][CH2:3][CH2:2][SH:1])([O:12][CH2:13][CH2:14][CH2:30][CH2:29][CH2:28][CH2:27][CH2:26][CH2:25][CH2:24][CH2:23][CH2:22][CH2:21][CH2:20][CH2:19][CH2:18][CH3:17])([O:6][CH2:7][CH2:8][CH2:30][CH2:29][CH2:28][CH2:27][CH2:26][CH2:25][CH2:24][CH2:23][CH2:22][CH2:21][CH2:20][CH2:19][CH2:18][CH3:17])[O:9][CH2:10][CH2:11][CH2:30][CH2:29][CH2:28][CH2:27][CH2:26][CH2:25][CH2:24][CH2:23][CH2:22][CH2:21][CH2:20][CH2:19][CH2:18][CH3:17]. Given the reactants [SH:1][CH2:2][CH2:3][CH2:4][Si:5]([O:12][CH2:13][CH3:14])([O:9][CH2:10][CH3:11])[O:6][CH2:7][CH3:8].C(O)C[CH2:17][CH2:18][CH2:19][CH2:20][CH2:21][CH2:22][CH2:23][CH2:24][CH2:25][CH2:26][CH2:27][CH2:28][CH2:29][CH3:30], predict the reaction product. (3) Given the reactants [NH2:1][C:2]1[C:3]([C:14]2[CH:26]=[CH:25][C:17]([C:18]([O:20]C(C)(C)C)=[O:19])=[C:16]([F:27])[CH:15]=2)=[N:4][C:5]([CH:8]2[CH2:13][CH2:12][O:11][CH2:10][CH2:9]2)=[CH:6][N:7]=1.C(O)(C(F)(F)F)=O, predict the reaction product. The product is: [NH2:1][C:2]1[C:3]([C:14]2[CH:26]=[CH:25][C:17]([C:18]([OH:20])=[O:19])=[C:16]([F:27])[CH:15]=2)=[N:4][C:5]([CH:8]2[CH2:13][CH2:12][O:11][CH2:10][CH2:9]2)=[CH:6][N:7]=1. (4) Given the reactants Br[CH2:2][CH2:3][CH2:4][C:5]1[CH:12]=[CH:11][C:8]([C:9]#[N:10])=[CH:7][CH:6]=1.C([O-])([O-])=O.[K+].[K+].[CH2:19]([CH2:21][NH2:22])[OH:20], predict the reaction product. The product is: [OH:20][CH2:19][CH2:21][NH:22][CH2:2][CH2:3][CH2:4][C:5]1[CH:12]=[CH:11][C:8]([C:9]#[N:10])=[CH:7][CH:6]=1. (5) Given the reactants [Al].Br[C:3]1[CH:8]=[CH:7][CH:6]=[CH:5][C:4]=1[N+:9]([O-:11])=[O:10].CC1(C)C(C)(C)OB([C:20]2[CH:25]=[CH:24][C:23]([O:26][CH3:27])=[CH:22][CH:21]=2)O1.C(=O)([O-])[O-].[K+].[K+], predict the reaction product. The product is: [CH3:27][O:26][C:23]1[CH:24]=[CH:25][C:20]([C:3]2[CH:8]=[CH:7][CH:6]=[CH:5][C:4]=2[N+:9]([O-:11])=[O:10])=[CH:21][CH:22]=1. (6) Given the reactants [C:1]([Cl:5])(Cl)(Cl)[Cl:2].C1(P(C2C=CC=CC=2)C2C=CC=CC=2)C=CC=CC=1.[Cl:25][C:26]1[C:31]([O:32][C:33]2[CH:38]=[CH:37][CH:36]=[C:35]([O:39][CH3:40])[CH:34]=2)=[CH:30][C:29]([C:41](=O)[C:42]([O:44][CH2:45][CH3:46])=[O:43])=[C:28]([F:48])[CH:27]=1, predict the reaction product. The product is: [Cl:2][C:1]([Cl:5])=[C:41]([C:29]1[CH:30]=[C:31]([O:32][C:33]2[CH:38]=[CH:37][CH:36]=[C:35]([O:39][CH3:40])[CH:34]=2)[C:26]([Cl:25])=[CH:27][C:28]=1[F:48])[C:42]([O:44][CH2:45][CH3:46])=[O:43].